Dataset: Full USPTO retrosynthesis dataset with 1.9M reactions from patents (1976-2016). Task: Predict the reactants needed to synthesize the given product. The reactants are: N1C=CC=CC=1.[NH2:7][C@@H:8]([C:12]([OH:14])=[O:13])[CH:9]([CH3:11])[CH3:10].C[Si](Cl)(C)C.[C:20](Cl)(=[O:32])[CH2:21][CH2:22][CH2:23][CH2:24][CH2:25][CH2:26][CH2:27][CH2:28][CH2:29][CH2:30][CH3:31]. Given the product [C:20]([NH:7][C@@H:8]([C:12]([OH:14])=[O:13])[CH:9]([CH3:11])[CH3:10])(=[O:32])[CH2:21][CH2:22][CH2:23][CH2:24][CH2:25][CH2:26][CH2:27][CH2:28][CH2:29][CH2:30][CH3:31], predict the reactants needed to synthesize it.